Predict the reaction yield, written as a fraction of the theoretical maximum amount of product (1.0 means a 100% yield; for example, 0.34 means a 34% yield). From a dataset of Reaction yield outcomes from USPTO patents with 853,638 reactions. (1) The reactants are [Br:1][C:2]1[CH:3]=[C:4]([C:11]([OH:13])=O)[C:5]2[N:6]([N:8]=[CH:9][N:10]=2)[CH:7]=1.[NH2:14][C:15]1[S:16][CH:17]=[C:18]([CH3:20])[N:19]=1.P(Cl)(Cl)(Cl)=O. The catalyst is N1C=CC=CC=1. The product is [Br:1][C:2]1[CH:3]=[C:4]([C:11]([NH:14][C:15]2[S:16][CH:17]=[C:18]([CH3:20])[N:19]=2)=[O:13])[C:5]2[N:6]([N:8]=[CH:9][N:10]=2)[CH:7]=1. The yield is 0.750. (2) The reactants are [C:1]([O:5][C:6](=[O:29])[NH:7][C@@H:8]1[CH2:13][CH2:12][CH2:11][N:10]([C:14]2[C:19]([N+:20]([O-])=O)=[C:18]([NH:23][CH3:24])[N:17]=[C:16]([C:25]([O:27][CH3:28])=[O:26])[CH:15]=2)[CH2:9]1)([CH3:4])([CH3:3])[CH3:2].[H][H]. The catalyst is C(O)C.[Pd]. The product is [C:1]([O:5][C:6](=[O:29])[NH:7][C@@H:8]1[CH2:13][CH2:12][CH2:11][N:10]([C:14]2[C:19]([NH2:20])=[C:18]([NH:23][CH3:24])[N:17]=[C:16]([C:25]([O:27][CH3:28])=[O:26])[CH:15]=2)[CH2:9]1)([CH3:4])([CH3:3])[CH3:2]. The yield is 0.923. (3) The reactants are [Br:1][C:2]1[CH:11]=[CH:10][CH:9]=[C:8]2[C:3]=1[CH:4]=[CH:5][CH:6]=[C:7]2[C:12]([O:14]CC(C)C)=O.[F:19][C:20]1[CH:25]=[CH:24][C:23]([Mg]Br)=[CH:22][CH:21]=1.CCOCC.Cl. The catalyst is C1COCC1. The product is [Br:1][C:2]1[CH:11]=[CH:10][CH:9]=[C:8]2[C:3]=1[CH:4]=[CH:5][CH:6]=[C:7]2[C:12]([C:23]1[CH:24]=[CH:25][C:20]([F:19])=[CH:21][CH:22]=1)=[O:14]. The yield is 0.830. (4) The yield is 0.760. The catalyst is Cl. The reactants are CO[C:3]1[CH:8]=[CH:7][C:6]([O:9]C)=[CH:5][C:4]=1[NH:11][C:12](=[O:23])[C:13]1[CH:18]=[C:17]([O:19]C)[CH:16]=[CH:15][C:14]=1[O:21]C.Cl.N1C=CC=CC=1. The product is [OH:9][C:6]1[CH:7]=[CH:8][C:3]2[O:23][C:12]([C:13]3[CH:18]=[C:17]([OH:19])[CH:16]=[CH:15][C:14]=3[OH:21])=[N:11][C:4]=2[CH:5]=1. (5) The reactants are [C:1]([O:5][C:6]([N:8]1[CH2:13][CH2:12][C@H:11]([C:14]([OH:16])=O)[C@H:10]([C:17]2[CH:22]=[CH:21][C:20]([F:23])=[CH:19][CH:18]=2)[CH2:9]1)=[O:7])([CH3:4])([CH3:3])[CH3:2].[CH:24]1([NH2:27])[CH2:26][CH2:25]1.CCN=C=NCCCN(C)C.Cl.C1C=CC2N(O)N=NC=2C=1.O. The catalyst is CC#N.O. The product is [CH:24]1([NH:27][C:14]([C@H:11]2[CH2:12][CH2:13][N:8]([C:6]([O:5][C:1]([CH3:3])([CH3:4])[CH3:2])=[O:7])[CH2:9][C@H:10]2[C:17]2[CH:22]=[CH:21][C:20]([F:23])=[CH:19][CH:18]=2)=[O:16])[CH2:26][CH2:25]1. The yield is 0.930. (6) The reactants are [Cl:1][C:2]1[CH:27]=[CH:26][C:5]([NH:6][C:7]2[C:16]3[C:11](=[CH:12][C:13]([O:19][CH2:20][CH:21](OC)OC)=[C:14]([O:17][CH3:18])[CH:15]=3)[N:10]=[CH:9][N:8]=2)=[C:4]([F:28])[CH:3]=1.C(O)(C(F)(F)F)=O.[CH:36]1([NH2:41])[CH2:40][CH2:39][CH2:38][CH2:37]1.C(O)(=O)C.C([BH3-])#N.[Na+]. The catalyst is O. The product is [Cl:1][C:2]1[CH:27]=[CH:26][C:5]([NH:6][C:7]2[C:16]3[C:11](=[CH:12][C:13]([O:19][CH2:20][CH2:21][NH:41][CH:36]4[CH2:40][CH2:39][CH2:38][CH2:37]4)=[C:14]([O:17][CH3:18])[CH:15]=3)[N:10]=[CH:9][N:8]=2)=[C:4]([F:28])[CH:3]=1. The yield is 0.360. (7) The reactants are Cl[C:2]1[N:7]=[CH:6][C:5]([B:8]([OH:10])[OH:9])=[CH:4][N:3]=1.Cl.[CH3:12][C:13]1([C:19]([O:21][CH2:22][CH3:23])=[O:20])[CH2:18][CH2:17][NH:16][CH2:15][CH2:14]1.C(O)C.C(N(CC)CC)C. The catalyst is CO.ClCCl.ClCCl. The product is [CH2:22]([O:21][C:19]([C:13]1([CH3:12])[CH2:18][CH2:17][N:16]([C:2]2[N:7]=[CH:6][C:5]([B:8]([OH:10])[OH:9])=[CH:4][N:3]=2)[CH2:15][CH2:14]1)=[O:20])[CH3:23]. The yield is 0.430. (8) The reactants are [OH-].[Na+].[CH3:3][N:4]([CH:28]1[CH2:33][CH2:32][O:31][CH2:30][CH2:29]1)[C:5]([C:7]1[CH:8]=[CH:9][C:10]([N:17]2[CH2:22][CH2:21][CH2:20][C@@H:19]([CH2:23][C:24]([O:26]C)=[O:25])[CH2:18]2)=[N:11][C:12]=1[S:13][CH2:14][CH2:15][CH3:16])=[O:6].Cl. The catalyst is O.CO.CCOC(C)=O.C(Cl)Cl. The product is [CH3:3][N:4]([CH:28]1[CH2:33][CH2:32][O:31][CH2:30][CH2:29]1)[C:5]([C:7]1[CH:8]=[CH:9][C:10]([N:17]2[CH2:22][CH2:21][CH2:20][C@@H:19]([CH2:23][C:24]([OH:26])=[O:25])[CH2:18]2)=[N:11][C:12]=1[S:13][CH2:14][CH2:15][CH3:16])=[O:6]. The yield is 1.00. (9) The reactants are [Cl:1][C:2]1[CH:7]=[C:6]([Cl:8])[CH:5]=[CH:4][C:3]=1[C:9]1[C:10]([C:20]#[N:21])=[C:11](I)[S:12][C:13]=1[C:14]1[NH:18][CH:17]=[N:16][N:15]=1.C([Sn](CCCC)(CCCC)[C:27]1[CH2:28][CH2:29][O:30][CH2:31][CH:32]=1)CCC.[Cl-].[Li+]. The catalyst is O1CCOCC1.[Cu]I.C1C=CC([P]([Pd]([P](C2C=CC=CC=2)(C2C=CC=CC=2)C2C=CC=CC=2)([P](C2C=CC=CC=2)(C2C=CC=CC=2)C2C=CC=CC=2)[P](C2C=CC=CC=2)(C2C=CC=CC=2)C2C=CC=CC=2)(C2C=CC=CC=2)C2C=CC=CC=2)=CC=1. The product is [Cl:1][C:2]1[CH:7]=[C:6]([Cl:8])[CH:5]=[CH:4][C:3]=1[C:9]1[C:10]([C:20]#[N:21])=[C:11]([C:27]2[CH2:32][CH2:31][O:30][CH2:29][CH:28]=2)[S:12][C:13]=1[C:14]1[NH:18][CH:17]=[N:16][N:15]=1. The yield is 0.140.